Predict the product of the given reaction. From a dataset of Forward reaction prediction with 1.9M reactions from USPTO patents (1976-2016). (1) Given the reactants [Cl:1][C:2]1[CH:26]=[CH:25][C:5]([CH2:6][N:7]2[C:15]3[C:10](=[CH:11][C:12]([CH:16]=[C:17]4[S:21][C:20](SC)=[N:19][C:18]4=[O:24])=[CH:13][CH:14]=3)[CH:9]=[N:8]2)=[C:4]([C:27]([F:30])([F:29])[F:28])[CH:3]=1.[CH3:31][O:32][CH:33]1[CH2:36][NH:35][CH2:34]1, predict the reaction product. The product is: [Cl:1][C:2]1[CH:26]=[CH:25][C:5]([CH2:6][N:7]2[C:15]3[C:10](=[CH:11][C:12]([CH:16]=[C:17]4[S:21][C:20]([N:35]5[CH2:36][CH:33]([O:32][CH3:31])[CH2:34]5)=[N:19][C:18]4=[O:24])=[CH:13][CH:14]=3)[CH:9]=[N:8]2)=[C:4]([C:27]([F:30])([F:28])[F:29])[CH:3]=1. (2) Given the reactants [C:1]([C:3]1[CH:4]=[C:5]2[C:9](=[CH:10][CH:11]=1)[NH:8][C:7](=[O:12])[CH2:6]2)#[N:2].[H-].[Na+].[CH2:15]([O:17][C:18](=[O:26])[C:19]1[CH:24]=[CH:23][C:22](Cl)=[N:21][CH:20]=1)[CH3:16].[NH4+].[Cl-], predict the reaction product. The product is: [OH:12][C:7]1[NH:8][C:9]2[C:5]([C:6]=1[C:22]1[CH:23]=[CH:24][C:19]([C:18]([O:17][CH2:15][CH3:16])=[O:26])=[CH:20][N:21]=1)=[CH:4][C:3]([C:1]#[N:2])=[CH:11][CH:10]=2. (3) Given the reactants [CH3:1][O:2][C:3]1[CH:4]=[C:5]2[C:10](=[CH:11][C:12]=1[O:13][CH3:14])[N:9]=[CH:8][CH:7]=[C:6]2[O:15][C:16]1[CH:25]=[C:24]2[C:19]([CH:20]=[CH:21][C:22]([NH2:26])=[CH:23]2)=[CH:18][CH:17]=1.CCN=C=NCCCN(C)C.C1C=CC2N(O)N=NC=2C=1.[Cl:48][C:49]1[CH:57]=[CH:56][C:52]([C:53](O)=[O:54])=[CH:51][C:50]=1[C:58]([F:61])([F:60])[F:59].CCN(C(C)C)C(C)C, predict the reaction product. The product is: [CH3:1][O:2][C:3]1[CH:4]=[C:5]2[C:10](=[CH:11][C:12]=1[O:13][CH3:14])[N:9]=[CH:8][CH:7]=[C:6]2[O:15][C:16]1[CH:25]=[C:24]2[C:19]([CH:20]=[CH:21][C:22]([NH:26][C:53](=[O:54])[C:52]3[CH:56]=[CH:57][C:49]([Cl:48])=[C:50]([C:58]([F:61])([F:59])[F:60])[CH:51]=3)=[CH:23]2)=[CH:18][CH:17]=1. (4) Given the reactants [N:1]1[CH:6]=[CH:5][CH:4]=[C:3]([CH2:7][C:8]([O:10][CH2:11][CH3:12])=[O:9])[CH:2]=1.Br[CH2:14][CH2:15]Br, predict the reaction product. The product is: [N:1]1[CH:6]=[CH:5][CH:4]=[C:3]([C:7]2([C:8]([O:10][CH2:11][CH3:12])=[O:9])[CH2:15][CH2:14]2)[CH:2]=1. (5) Given the reactants [F:8][C:7]([F:10])([F:9])[C:6](O[C:6](=[O:11])[C:7]([F:10])([F:9])[F:8])=[O:11].Cl.[CH3:15][N:16]1[CH:20]=[C:19]([C:21]2[CH:22]=[C:23]([C:27]3[N:32]=[CH:31][C:30]([C:33]4[CH:34]=[N:35][N:36]([CH:38]5[CH2:43][CH2:42][NH:41][CH2:40][CH2:39]5)[CH:37]=4)=[CH:29][N:28]=3)[CH:24]=[CH:25][CH:26]=2)[CH:18]=[N:17]1, predict the reaction product. The product is: [F:10][C:7]([F:8])([F:9])[C:6]([N:41]1[CH2:40][CH2:39][CH:38]([N:36]2[CH:37]=[C:33]([C:30]3[CH:31]=[N:32][C:27]([C:23]4[CH:24]=[CH:25][CH:26]=[C:21]([C:19]5[CH:18]=[N:17][N:16]([CH3:15])[CH:20]=5)[CH:22]=4)=[N:28][CH:29]=3)[CH:34]=[N:35]2)[CH2:43][CH2:42]1)=[O:11]. (6) Given the reactants [CH2:1]1[C:5]2([CH2:10][CH2:9][CH2:8][C:7](=[O:11])[CH2:6]2)[CH2:4][CH2:3][CH2:2]1.C[Mg]Cl.[Cl-].[NH4+].CC1(O)CCCC2(CCCC2)C1, predict the reaction product. The product is: [CH2:1]1[C:5]2([CH2:10][CH2:9][CH2:8][CH:7]([OH:11])[CH2:6]2)[CH2:4][CH2:3][CH2:2]1. (7) Given the reactants [N+:1]([C:4]1[CH:9]=[CH:8][C:7]([N:10]2[CH2:15][CH2:14][O:13][CH2:12][S:11]2(=[O:17])=[O:16])=[CH:6][CH:5]=1)([O-])=O, predict the reaction product. The product is: [O:17]=[S:11]1(=[O:16])[N:10]([C:7]2[CH:6]=[CH:5][C:4]([NH2:1])=[CH:9][CH:8]=2)[CH2:15][CH2:14][O:13][CH2:12]1. (8) The product is: [Cl:15][C:16]1[CH:17]=[C:18]([NH:19][C:6]2[N:5]=[C:4]([NH:11][CH:12]3[CH2:14][CH2:13]3)[N:3]=[C:2]([S:33][CH2:34][C:35]([NH2:37])=[O:36])[C:7]=2[C:8]#[N:9])[CH:20]=[CH:21][C:22]=1[Cl:23]. Given the reactants Cl[C:2]1[C:7]([C:8]#[N:9])=[C:6](Cl)[N:5]=[C:4]([NH:11][CH:12]2[CH2:14][CH2:13]2)[N:3]=1.[Cl:15][C:16]1[CH:17]=[C:18]([CH:20]=[CH:21][C:22]=1[Cl:23])[NH2:19].C(N(C(C)C)CC)(C)C.[SH:33][CH2:34][C:35]([NH2:37])=[O:36], predict the reaction product. (9) Given the reactants [N+:1]([C:4]1[CH:9]=[CH:8][CH:7]=[CH:6][C:5]=1[NH:10][CH2:11][C:12]1[CH:17]=[CH:16][C:15]([C:18]2[CH:26]=[CH:25][CH:24]=[CH:23][C:19]=2[C:20]([NH2:22])=[O:21])=[CH:14][CH:13]=1)([O-])=O.C[O-].[Na+].C(O)(=O)CC(CC(O)=O)(C(O)=O)O, predict the reaction product. The product is: [N:10]1[C:5]2[CH:6]=[CH:7][CH:8]=[CH:9][C:4]=2[NH:1][C:11]=1[C:12]1[CH:17]=[CH:16][C:15]([C:18]2[CH:26]=[CH:25][CH:24]=[CH:23][C:19]=2[C:20]([NH2:22])=[O:21])=[CH:14][CH:13]=1. (10) Given the reactants Br[C:2]1[C:3]2[N:4]([N:9]=[C:10]([NH2:12])[N:11]=2)[CH:5]=[C:6]([CH3:8])[CH:7]=1.[C:13]([O:17][C:18]([NH:20][CH2:21][C:22]1[CH:23]=[C:24](B(O)O)[CH:25]=[CH:26][CH:27]=1)=[O:19])([CH3:16])([CH3:15])[CH3:14], predict the reaction product. The product is: [C:13]([O:17][C:18](=[O:19])[NH:20][CH2:21][C:22]1[CH:27]=[CH:26][CH:25]=[C:24]([C:2]2[C:3]3[N:4]([N:9]=[C:10]([NH2:12])[N:11]=3)[CH:5]=[C:6]([CH3:8])[CH:7]=2)[CH:23]=1)([CH3:16])([CH3:14])[CH3:15].